From a dataset of Catalyst prediction with 721,799 reactions and 888 catalyst types from USPTO. Predict which catalyst facilitates the given reaction. (1) Reactant: [NH2:1][C:2]1[CH:3]=[C:4]2[C:8](=[CH:9][CH:10]=1)[NH:7][CH:6]=[CH:5]2.[CH2:11]([CH:18]1[CH2:23][CH2:22][N:21]([C:24](=[O:28])[C:25](O)=[O:26])[CH2:20][CH2:19]1)[C:12]1[CH:17]=[CH:16][CH:15]=[CH:14][CH:13]=1. Product: [CH2:11]([CH:18]1[CH2:19][CH2:20][N:21]([C:24](=[O:28])[C:25]([NH:1][C:2]2[CH:3]=[C:4]3[C:8](=[CH:9][CH:10]=2)[NH:7][CH:6]=[CH:5]3)=[O:26])[CH2:22][CH2:23]1)[C:12]1[CH:13]=[CH:14][CH:15]=[CH:16][CH:17]=1. The catalyst class is: 81. (2) Reactant: C[O:2][C:3]1[CH:4]=[C:5]2[C:9](=[CH:10][CH:11]=1)[C@H:8]([C@H:12]([CH3:17])[C:13]([O:15][CH3:16])=[O:14])[CH2:7][CH2:6]2.[Al+3].[Cl-].[Cl-].[Cl-].CCS. Product: [OH:2][C:3]1[CH:4]=[C:5]2[C:9](=[CH:10][CH:11]=1)[C@H:8]([C@H:12]([CH3:17])[C:13]([O:15][CH3:16])=[O:14])[CH2:7][CH2:6]2. The catalyst class is: 2. (3) Reactant: [CH3:1][C:2]1[C:7]2[O:8][CH2:9][CH2:10][O:11][C:6]=2[CH:5]=[C:4]([CH2:12][C@@H:13]([O:38][C:39]([N:41]2[CH2:46][CH2:45][CH:44]([N:47]3[CH2:53][CH2:52][C:51]4[CH:54]=[CH:55][CH:56]=[CH:57][C:50]=4[NH:49][C:48]3=[O:58])[CH2:43][CH2:42]2)=[O:40])[C:14]([N:16]2[CH2:21][CH2:20][CH:19]([N:22]3[CH2:27][CH2:26][N:25](C(OCC4C=CC=CC=4)=O)[CH2:24][CH2:23]3)[CH2:18][CH2:17]2)=[O:15])[CH:3]=1.[H][H]. Product: [O:58]=[C:48]1[N:47]([CH:44]2[CH2:45][CH2:46][N:41]([C:39]([O:38][C@H:13]([CH2:12][C:4]3[CH:3]=[C:2]([CH3:1])[C:7]4[O:8][CH2:9][CH2:10][O:11][C:6]=4[CH:5]=3)[C:14](=[O:15])[N:16]3[CH2:21][CH2:20][CH:19]([N:22]4[CH2:23][CH2:24][NH:25][CH2:26][CH2:27]4)[CH2:18][CH2:17]3)=[O:40])[CH2:42][CH2:43]2)[CH2:53][CH2:52][C:51]2[CH:54]=[CH:55][CH:56]=[CH:57][C:50]=2[NH:49]1. The catalyst class is: 19.